The task is: Regression. Given two drug SMILES strings and cell line genomic features, predict the synergy score measuring deviation from expected non-interaction effect.. This data is from NCI-60 drug combinations with 297,098 pairs across 59 cell lines. Drug 1: C1=CC(=C2C(=C1NCCNCCO)C(=O)C3=C(C=CC(=C3C2=O)O)O)NCCNCCO. Drug 2: CC1=C(C(=O)C2=C(C1=O)N3CC4C(C3(C2COC(=O)N)OC)N4)N. Cell line: HOP-92. Synergy scores: CSS=40.8, Synergy_ZIP=0.707, Synergy_Bliss=3.00, Synergy_Loewe=-8.44, Synergy_HSA=3.39.